This data is from Full USPTO retrosynthesis dataset with 1.9M reactions from patents (1976-2016). The task is: Predict the reactants needed to synthesize the given product. Given the product [F:1][C:2]1[CH:7]=[CH:6][C:5]([C:8]2[CH:13]=[CH:12][C:11]([N:14]3[CH2:19][CH2:18][N:17]([C:20]([C@@H:22]([CH2:23][CH:24]([CH3:26])[CH3:25])[C@H:27]([OH:31])[C:28]([NH:36][OH:37])=[O:34])=[O:21])[C@H:16]([CH3:35])[CH2:15]3)=[CH:10][CH:9]=2)=[CH:4][CH:3]=1, predict the reactants needed to synthesize it. The reactants are: [F:1][C:2]1[CH:7]=[CH:6][C:5]([C:8]2[CH:13]=[CH:12][C:11]([N:14]3[CH2:19][CH2:18][N:17]([C:20]([C@H:22]([C@@H:27]4[O:31]C(C)(C)O[C:28]4=[O:34])[CH2:23][CH:24]([CH3:26])[CH3:25])=[O:21])[C@H:16]([CH3:35])[CH2:15]3)=[CH:10][CH:9]=2)=[CH:4][CH:3]=1.[NH2:36][OH:37].